Dataset: Forward reaction prediction with 1.9M reactions from USPTO patents (1976-2016). Task: Predict the product of the given reaction. Given the reactants [Cl:1][C:2]1[CH:7]=[CH:6][C:5]([S:8][C:9]2[N:13]([CH3:14])[C:12]([C:15]3[CH:20]=[CH:19][CH:18]=[CH:17][N:16]=3)=[N:11][C:10]=2[C:21]2[CH:26]=[CH:25][C:24]([C:27](=[O:31])[CH:28]([F:30])[F:29])=[CH:23][CH:22]=2)=[CH:4][CH:3]=1, predict the reaction product. The product is: [Cl:1][C:2]1[CH:3]=[CH:4][C:5]([S:8][C:9]2[N:13]([CH3:14])[C:12]([C:15]3[CH:20]=[CH:19][CH:18]=[CH:17][N:16]=3)=[N:11][C:10]=2[C:21]2[CH:26]=[CH:25][C:24]([CH:27]([OH:31])[CH:28]([F:29])[F:30])=[CH:23][CH:22]=2)=[CH:6][CH:7]=1.